Dataset: Catalyst prediction with 721,799 reactions and 888 catalyst types from USPTO. Task: Predict which catalyst facilitates the given reaction. Reactant: Br[C:2]1[CH:7]=[CH:6][CH:5]=[C:4]([Br:8])[CH:3]=1.[CH3:9][O:10][CH:11]1[CH2:15][CH2:14][NH:13][CH2:12]1.C1C=CC(P(C2C(C3C(P(C4C=CC=CC=4)C4C=CC=CC=4)=CC=C4C=3C=CC=C4)=C3C(C=CC=C3)=CC=2)C2C=CC=CC=2)=CC=1.C([O-])([O-])=O.[Cs+].[Cs+]. Product: [Br:8][C:4]1[CH:3]=[C:2]([N:13]2[CH2:14][CH2:15][CH:11]([O:10][CH3:9])[CH2:12]2)[CH:7]=[CH:6][CH:5]=1. The catalyst class is: 222.